Dataset: Catalyst prediction with 721,799 reactions and 888 catalyst types from USPTO. Task: Predict which catalyst facilitates the given reaction. (1) Reactant: [CH3:1][C:2]1[N:6]([CH3:7])[C:5]2[CH:8]=[C:9]([C:22]([OH:24])=O)[C:10]3[CH2:11][CH2:12][CH:13]([C:16]4[CH:21]=[CH:20][CH:19]=[CH:18][CH:17]=4)[O:14][C:15]=3[C:4]=2[N:3]=1.[NH:25]1[CH2:27][CH2:26]1.O. Product: [N:25]1([C:22]([C:9]2[C:10]3[CH2:11][CH2:12][CH:13]([C:16]4[CH:21]=[CH:20][CH:19]=[CH:18][CH:17]=4)[O:14][C:15]=3[C:4]3[N:3]=[C:2]([CH3:1])[N:6]([CH3:7])[C:5]=3[CH:8]=2)=[O:24])[CH2:27][CH2:26]1. The catalyst class is: 7. (2) Reactant: OS([O-])=O.[Na+].[CH:6]([C:8]1[CH:17]=[CH:16][C:11]([C:12]([O:14][CH3:15])=[O:13])=[CH:10][CH:9]=1)=O.[C:18]1([NH2:25])[C:19]([NH2:24])=[CH:20][CH:21]=[CH:22][CH:23]=1. Product: [NH:24]1[C:19]2[CH:20]=[CH:21][CH:22]=[CH:23][C:18]=2[N:25]=[C:6]1[C:8]1[CH:17]=[CH:16][C:11]([C:12]([O:14][CH3:15])=[O:13])=[CH:10][CH:9]=1. The catalyst class is: 8. (3) Reactant: FC(F)(F)C(O)=O.[Cl:8][C:9]1[CH:10]=[C:11]([C:29]2[CH:34]=[CH:33][C:32]([O:35][C:36]([F:39])([F:38])[F:37])=[CH:31][CH:30]=2)[CH:12]=[C:13]([Cl:28])[C:14]=1[CH2:15][C@@H:16]1[CH2:20][CH2:19][N:18]([CH:21]2[CH2:26][CH2:25][NH:24][CH2:23][CH2:22]2)[C:17]1=[O:27].[CH3:40][N:41]=[C:42]=[O:43]. Product: [CH3:40][NH:41][C:42]([N:24]1[CH2:23][CH2:22][CH:21]([N:18]2[CH2:19][CH2:20][C@@H:16]([CH2:15][C:14]3[C:13]([Cl:28])=[CH:12][C:11]([C:29]4[CH:34]=[CH:33][C:32]([O:35][C:36]([F:39])([F:37])[F:38])=[CH:31][CH:30]=4)=[CH:10][C:9]=3[Cl:8])[C:17]2=[O:27])[CH2:26][CH2:25]1)=[O:43]. The catalyst class is: 2. (4) The catalyst class is: 7. Reactant: [CH3:1][O:2][C:3]1[CH:4]=[C:5]2[C:9](=[CH:10][CH:11]=1)[NH:8][CH:7]=[CH:6]2.[C:12](O)(=O)[CH3:13].[C:16]([BH3-])#[N:17].[Na+].[C:20]([O-])(O)=O.[Na+].C(O[CH2:29][CH3:30])(=O)C. Product: [N:17]1[CH:16]=[CH:30][CH:29]=[CH:20][C:12]=1[CH2:13][N:8]1[C:9]2[C:5](=[CH:4][C:3]([O:2][CH3:1])=[CH:11][CH:10]=2)[CH2:6][CH2:7]1. (5) Reactant: [N+:1]([C:4]1[CH:12]=[CH:11][CH:10]=[C:9]2[C:5]=1[CH:6]=[N:7][N:8]2[C:13]1[CH:18]=[CH:17][C:16]([F:19])=[CH:15][CH:14]=1)([O-])=O.C1COCC1. Product: [NH2:1][C:4]1[CH:12]=[CH:11][CH:10]=[C:9]2[C:5]=1[CH:6]=[N:7][N:8]2[C:13]1[CH:18]=[CH:17][C:16]([F:19])=[CH:15][CH:14]=1. The catalyst class is: 94.